Task: Predict the product of the given reaction.. Dataset: Forward reaction prediction with 1.9M reactions from USPTO patents (1976-2016) (1) Given the reactants [CH2:1]([O:3][C:4]([CH:6]1[CH2:11][CH2:10][N:9]([C:12]2[N:21]=[C:20](CC3C=CC4OCOC=4C=3)[C:19]3[C:14](=[CH:15][CH:16]=[C:17]([Cl:33])[C:18]=3N)[N:13]=2)[CH2:8][CH2:7]1)=[O:5])[CH3:2].[CH2:34]([OH:36])[CH3:35].Cl.[CH2:38]([OH:40])C, predict the reaction product. The product is: [ClH:33].[CH2:1]([O:3][C:4]([CH:6]1[CH2:7][CH2:8][N:9]([C:12]2[N:21]=[C:20]([NH:13][CH2:14][C:19]3[CH:18]=[CH:17][C:34]4[O:36][CH2:38][O:40][C:35]=4[CH:20]=3)[C:19]3[C:14](=[CH:15][CH:16]=[C:17]([Cl:33])[CH:18]=3)[N:13]=2)[CH2:10][CH2:11]1)=[O:5])[CH3:2]. (2) The product is: [CH3:10][O:9][C:6]1[C:7](=[O:8])[C:2]([C:33]2[N:29]([C:23]3[CH:24]=[CH:25][CH:26]=[CH:27][CH:28]=3)[N:30]=[CH:31][CH:32]=2)=[N:3][N:4]([C:11]2[C:21]([F:22])=[CH:20][C:14]3[O:15][C:16]([F:19])([F:18])[O:17][C:13]=3[CH:12]=2)[CH:5]=1. Given the reactants Br[C:2]1[C:7](=[O:8])[C:6]([O:9][CH3:10])=[CH:5][N:4]([C:11]2[C:21]([F:22])=[CH:20][C:14]3[O:15][C:16]([F:19])([F:18])[O:17][C:13]=3[CH:12]=2)[N:3]=1.[C:23]1([N:29]2[C:33](B3OC(C)(C)C(C)(C)O3)=[CH:32][CH:31]=[N:30]2)[CH:28]=[CH:27][CH:26]=[CH:25][CH:24]=1.C([O-])([O-])=O.[K+].[K+], predict the reaction product. (3) Given the reactants [F:1][C:2]1[CH:3]=[CH:4][C:5]([C:9]2[C:14]([C:15]3[CH:16]=[CH:17][C:18]4[N:19]([C:21]([C:24]#[N:25])=[CH:22][N:23]=4)[CH:20]=3)=[CH:13][CH:12]=[CH:11][N:10]=2)=[N:6][C:7]=1[CH3:8].C([O-])([O-])=[O:27].[K+].[K+].OO, predict the reaction product. The product is: [F:1][C:2]1[CH:3]=[CH:4][C:5]([C:9]2[C:14]([C:15]3[CH:16]=[CH:17][C:18]4[N:19]([C:21]([C:24]([NH2:25])=[O:27])=[CH:22][N:23]=4)[CH:20]=3)=[CH:13][CH:12]=[CH:11][N:10]=2)=[N:6][C:7]=1[CH3:8].